Dataset: Full USPTO retrosynthesis dataset with 1.9M reactions from patents (1976-2016). Task: Predict the reactants needed to synthesize the given product. (1) The reactants are: I[CH3:2].[OH-].[K+].[Cl:5][C:6]1[CH:11]=[CH:10][C:9]([NH:12][C:13](=[O:29])[O:14][CH2:15][C@@:16]([OH:28])([CH3:27])[CH2:17][N:18]2[CH:22]=[C:21]([N+:23]([O-:25])=[O:24])[N:20]=[C:19]2Cl)=[CH:8][CH:7]=1.Cl. Given the product [Cl:5][C:6]1[CH:11]=[CH:10][C:9]([N:12]([CH3:2])[C:13](=[O:29])[O:14][CH2:15][C@:16]2([CH3:27])[O:28][C:19]3=[N:20][C:21]([N+:23]([O-:25])=[O:24])=[CH:22][N:18]3[CH2:17]2)=[CH:8][CH:7]=1, predict the reactants needed to synthesize it. (2) Given the product [Br:30][C:13]1[N:14]([CH:17]2[CH2:22][CH2:21][CH2:20][CH2:19][O:18]2)[C:15]2[C:11]([N:12]=1)=[C:10]([N:23]1[CH2:28][CH2:27][O:26][CH2:25][C@H:24]1[CH3:29])[N:9]=[C:8]([N:3]1[CH2:4][CH2:5][O:6][CH2:7][C@H:2]1[CH3:1])[N:16]=2, predict the reactants needed to synthesize it. The reactants are: [CH3:1][C@@H:2]1[CH2:7][O:6][CH2:5][CH2:4][N:3]1[C:8]1[N:16]=[C:15]2[C:11]([N:12]=[CH:13][N:14]2[CH:17]2[CH2:22][CH2:21][CH2:20][CH2:19][O:18]2)=[C:10]([N:23]2[CH2:28][CH2:27][O:26][CH2:25][C@H:24]2[CH3:29])[N:9]=1.[Br:30]C(Br)(Cl)C(Cl)(Cl)Cl. (3) Given the product [Cl:25][C:26]1[CH:27]=[C:28]([CH:31]=[CH:32][CH:33]=1)[CH2:29][S:24][C:22]1[O:23][C:19]([C:16]2[CH:17]=[CH:18][C:13]3[O:12][CH:11]=[C:10]([C:7]4[CH:6]=[CH:5][C:4]([S:2]([CH3:1])=[O:3])=[CH:9][CH:8]=4)[C:14]=3[CH:15]=2)=[N:20][N:21]=1, predict the reactants needed to synthesize it. The reactants are: [CH3:1][S:2]([C:4]1[CH:9]=[CH:8][C:7]([C:10]2[C:14]3[CH:15]=[C:16]([C:19]4[O:23][C:22]([SH:24])=[N:21][N:20]=4)[CH:17]=[CH:18][C:13]=3[O:12][CH:11]=2)=[CH:6][CH:5]=1)=[O:3].[Cl:25][C:26]1[CH:27]=[C:28]([CH:31]=[CH:32][CH:33]=1)[CH2:29]Br. (4) Given the product [C:15]1([C:23]2[CH:24]=[CH:25][CH:26]=[CH:27][CH:28]=2)[CH:20]=[CH:19][CH:18]=[CH:17][C:16]=1[CH2:21][N:12]1[CH2:11][CH2:10][N:9]([C:3]2[CH:4]=[CH:5][CH:6]=[C:7]([CH3:8])[C:2]=2[CH3:1])[CH2:14][CH2:13]1, predict the reactants needed to synthesize it. The reactants are: [CH3:1][C:2]1[C:7]([CH3:8])=[CH:6][CH:5]=[CH:4][C:3]=1[N:9]1[CH2:14][CH2:13][NH:12][CH2:11][CH2:10]1.[C:15]1([C:23]2[CH:28]=[CH:27][CH:26]=[CH:25][CH:24]=2)[C:16]([CH:21]=O)=[CH:17][CH:18]=[CH:19][CH:20]=1.[BH-](OC(C)=O)(OC(C)=O)OC(C)=O.[Na+].C1(C2C=CC=CC=2)C=CC=CC=1CN1CCN(C2C=CC=CC=2)CC1. (5) Given the product [C:30]([O-:33])([OH:32])=[O:31].[Na+:55].[F:15][C:16]1[CH:21]=[CH:20][C:19]([NH:22][C:23]2[CH:28]=[CH:27][C:26]([O:29][C:2]3[CH:3]=[CH:4][C:5]([N+:12]([O-:14])=[O:13])=[C:6]([CH:11]=3)[C:7]([O:9][CH3:10])=[O:8])=[CH:25][CH:24]=2)=[CH:18][CH:17]=1, predict the reactants needed to synthesize it. The reactants are: F[C:2]1[CH:3]=[CH:4][C:5]([N+:12]([O-:14])=[O:13])=[C:6]([CH:11]=1)[C:7]([O:9][CH3:10])=[O:8].[F:15][C:16]1[CH:21]=[CH:20][C:19]([NH:22][C:23]2[CH:28]=[CH:27][C:26]([OH:29])=[CH:25][CH:24]=2)=[CH:18][CH:17]=1.[C:30]([O-:33])([O-:32])=[O:31].[K+].[K+].C1OCCOCCOCCOCCOCCOC1.[Cl-].[Na+:55].O. (6) Given the product [Cl:1][C:2]1[CH:3]=[CH:4][C:5]([C:8]([NH:16][C:17]2[NH:37][C:30]3[CH:35]=[CH:34][CH:33]=[CH:32][C:31]=3[N:36]=2)([C:19]2[CH:24]=[C:23]([C:25]([F:28])([F:27])[F:26])[CH:22]=[C:21]([F:29])[CH:20]=2)[CH2:9][C:10]2[CH:15]=[CH:14][CH:13]=[CH:12][CH:11]=2)=[N:6][CH:7]=1, predict the reactants needed to synthesize it. The reactants are: [Cl:1][C:2]1[CH:3]=[CH:4][C:5]([C:8]([C:19]2[CH:24]=[C:23]([C:25]([F:28])([F:27])[F:26])[CH:22]=[C:21]([F:29])[CH:20]=2)([N:16]=[C:17]=S)[CH2:9][C:10]2[CH:15]=[CH:14][CH:13]=[CH:12][CH:11]=2)=[N:6][CH:7]=1.[C:30]1([NH2:37])[CH:35]=[CH:34][CH:33]=[CH:32][C:31]=1[NH2:36].CCN=C=NCCCN(C)C. (7) Given the product [CH3:16][O:15][C:14]1[CH:13]=[CH:12][C:11]([C:17]([F:20])([F:19])[F:18])=[C:7]2[C:6]=1[N:5]=[CH:4][NH:10][C:8]2=[O:9], predict the reactants needed to synthesize it. The reactants are: CN(/[CH:4]=[N:5]/[C:6]1[C:14]([O:15][CH3:16])=[CH:13][CH:12]=[C:11]([C:17]([F:20])([F:19])[F:18])[C:7]=1[C:8]([NH2:10])=[O:9])C.C([O-])(C)(C)C.[K+].